Task: Predict which catalyst facilitates the given reaction.. Dataset: Catalyst prediction with 721,799 reactions and 888 catalyst types from USPTO Product: [CH2:36]([O:35][C:29](=[O:34])[CH2:30][C:11]([C:10]1[CH:9]=[CH:8][C:7]([O:6][CH2:5][C:4]([O:3][CH2:1][CH3:2])=[O:16])=[CH:15][CH:14]=1)=[O:13])[C:37]1[CH:42]=[CH:41][CH:40]=[CH:39][CH:38]=1. The catalyst class is: 1. Reactant: [CH2:1]([O:3][C:4](=[O:16])[CH2:5][O:6][C:7]1[CH:15]=[CH:14][C:10]([C:11]([OH:13])=O)=[CH:9][CH:8]=1)[CH3:2].C1N=CN(C(N2C=NC=C2)=O)C=1.[C:29]([O:35][CH2:36][C:37]1[CH:42]=[CH:41][CH:40]=[CH:39][CH:38]=1)(=[O:34])[CH2:30]C([O-])=O.[K+].[Cl-].[Mg+2].[Cl-].Cl.